From a dataset of Forward reaction prediction with 1.9M reactions from USPTO patents (1976-2016). Predict the product of the given reaction. (1) Given the reactants Cl.[S:2]1[C:6]([C:7]2[CH:8]=[CH:9][C:10]3[O:16][CH2:15][CH2:14][NH:13][CH2:12][C:11]=3[CH:17]=2)=[CH:5][N:4]=[CH:3]1.[C:18](Cl)([Cl:20])=[O:19].C1(C)C=CC=CC=1.C(N(CC)CC)C, predict the reaction product. The product is: [S:2]1[C:6]([C:7]2[CH:8]=[CH:9][C:10]3[O:16][CH2:15][CH2:14][N:13]([C:18]([Cl:20])=[O:19])[CH2:12][C:11]=3[CH:17]=2)=[CH:5][N:4]=[CH:3]1. (2) Given the reactants [O:1]([CH2:8][CH2:9]O)[C:2]1[CH:7]=[CH:6][CH:5]=[CH:4][CH:3]=1.[OH:11][C:12]1[CH:13]=[C:14]([CH:18]2[CH2:21][C:20]3([CH2:26][CH2:25][N:24]([C:27](OC(C)(C)C)=[O:28])[CH2:23][CH2:22]3)[CH2:19]2)[CH:15]=[CH:16][CH:17]=1.C1(OC(=O)[NH:42][C:43]2[O:47][N:46]=[C:45]([CH3:48])[C:44]=2[CH3:49])C=CC=CC=1, predict the reaction product. The product is: [CH3:48][C:45]1[C:44]([CH3:49])=[C:43]([NH:42][C:27]([N:24]2[CH2:23][CH2:22][C:20]3([CH2:21][CH:18]([C:14]4[CH:15]=[CH:16][CH:17]=[C:12]([O:11][CH2:9][CH2:8][O:1][C:2]5[CH:3]=[CH:4][CH:5]=[CH:6][CH:7]=5)[CH:13]=4)[CH2:19]3)[CH2:26][CH2:25]2)=[O:28])[O:47][N:46]=1. (3) Given the reactants [C:1]([O:5][C:6](=[O:25])[NH:7][CH2:8][CH2:9][C:10]1[CH:15]=[CH:14][C:13]([O:16][C:17]2[CH:22]=[CH:21][CH:20]=[C:19]([C:23]#[N:24])[N:18]=2)=[CH:12][CH:11]=1)([CH3:4])([CH3:3])[CH3:2].C([O-])([O-])=[O:27].[K+].[K+].OO, predict the reaction product. The product is: [C:1]([O:5][C:6](=[O:25])[NH:7][CH2:8][CH2:9][C:10]1[CH:15]=[CH:14][C:13]([O:16][C:17]2[CH:22]=[CH:21][CH:20]=[C:19]([C:23](=[O:27])[NH2:24])[N:18]=2)=[CH:12][CH:11]=1)([CH3:4])([CH3:2])[CH3:3].